From a dataset of Forward reaction prediction with 1.9M reactions from USPTO patents (1976-2016). Predict the product of the given reaction. (1) Given the reactants [OH:1][C:2]1[CH:3]=[C:4]([C:8]23[CH2:15][CH2:14][C:11]([CH2:16][C:17]([O:19][CH3:20])=[O:18])([CH2:12][CH2:13]2)[CH2:10][O:9]3)[CH:5]=[CH:6][CH:7]=1.[O:21]1[CH:26]=[CH:25][CH2:24][CH2:23][CH2:22]1.CC1C=CC(S([O-])(=O)=O)=CC=1.C1C=C[NH+]=CC=1, predict the reaction product. The product is: [O:21]1[CH2:26][CH2:25][CH2:24][CH2:23][CH:22]1[O:1][C:2]1[CH:3]=[C:4]([C:8]23[CH2:13][CH2:12][C:11]([CH2:16][C:17]([O:19][CH3:20])=[O:18])([CH2:14][CH2:15]2)[CH2:10][O:9]3)[CH:5]=[CH:6][CH:7]=1. (2) Given the reactants [Cl:1][C:2]1[N:3]=[C:4]2[CH:13]=[C:12]([CH3:14])[CH:11]=[N:10][C:5]2=[N:6][C:7]=1[NH:8][NH2:9].[CH:15](OC)(OC)OC, predict the reaction product. The product is: [Cl:1][C:2]1[C:7]2[N:6]([CH:15]=[N:9][N:8]=2)[C:5]2[N:10]=[CH:11][C:12]([CH3:14])=[CH:13][C:4]=2[N:3]=1. (3) Given the reactants [NH2:1][C:2]1[C:3]([C:7]2[N:11]([C:12]3[CH:17]=[CH:16][C:15]([F:18])=[C:14]([Br:19])[CH:13]=3)[C:10](=[O:20])[O:9][N:8]=2)=[N:4][O:5][N:6]=1.CO[CH:23](OC)[CH2:24][NH:25][S:26]([NH:29][C:30](=[O:37])[O:31][CH2:32][C:33]([Cl:36])([Cl:35])[Cl:34])(=[O:28])=[O:27].C([SiH](CC)CC)C.FC(F)(F)C(O)=O, predict the reaction product. The product is: [Br:19][C:14]1[CH:13]=[C:12]([N:11]2[C:10](=[O:20])[O:9][N:8]=[C:7]2[C:3]2[C:2]([NH:1][CH2:23][CH2:24][NH:25][S:26]([NH:29][C:30](=[O:37])[O:31][CH2:32][C:33]([Cl:36])([Cl:34])[Cl:35])(=[O:28])=[O:27])=[N:6][O:5][N:4]=2)[CH:17]=[CH:16][C:15]=1[F:18]. (4) Given the reactants [CH3:1][O:2][C:3]1[CH:4]=[C:5]([CH2:11][C:12](=O)[CH3:13])[CH:6]=[CH:7][C:8]=1[O:9][CH3:10].[CH3:15][NH2:16].[BH4-].[Na+].Cl, predict the reaction product. The product is: [CH3:1][O:2][C:3]1[CH:4]=[C:5]([CH2:11][CH:12]([NH:16][CH3:15])[CH3:13])[CH:6]=[CH:7][C:8]=1[O:9][CH3:10]. (5) Given the reactants [Cl:1][C:2]1[CH:19]=[C:18]([NH:20][C:21]2[CH:26]=[CH:25][C:24]([F:27])=[CH:23][C:22]=2[F:28])[CH:17]=[CH:16][C:3]=1[C:4]([C:6]1[CH:7]=[C:8]([CH:12]=[CH:13][C:14]=1[CH3:15])[C:9](O)=[O:10])=[O:5].Cl.[NH2:30][N:31]1[CH2:36][CH2:35][O:34][CH2:33][CH2:32]1, predict the reaction product. The product is: [Cl:1][C:2]1[CH:19]=[C:18]([NH:20][C:21]2[CH:26]=[CH:25][C:24]([F:27])=[CH:23][C:22]=2[F:28])[CH:17]=[CH:16][C:3]=1[C:4]([C:6]1[CH:7]=[C:8]([CH:12]=[CH:13][C:14]=1[CH3:15])[C:9]([NH:30][N:31]1[CH2:36][CH2:35][O:34][CH2:33][CH2:32]1)=[O:10])=[O:5].